This data is from Reaction yield outcomes from USPTO patents with 853,638 reactions. The task is: Predict the reaction yield, written as a fraction of the theoretical maximum amount of product (1.0 means a 100% yield; for example, 0.34 means a 34% yield). The reactants are [Cl:1][C:2]1[CH:9]=[CH:8][CH:7]=[C:6]([F:10])[C:3]=1[CH:4]=O.[CH3:11][C:12]([CH3:14])=[O:13].[OH-].[K+]. The catalyst is C(O)C. The product is [Cl:1][C:2]1[CH:9]=[CH:8][CH:7]=[C:6]([F:10])[C:3]=1/[CH:4]=[CH:11]/[C:12](=[O:13])/[CH:14]=[CH:4]/[C:3]1[C:6]([F:10])=[CH:7][CH:8]=[CH:9][C:2]=1[Cl:1]. The yield is 0.517.